From a dataset of Reaction yield outcomes from USPTO patents with 853,638 reactions. Predict the reaction yield, written as a fraction of the theoretical maximum amount of product (1.0 means a 100% yield; for example, 0.34 means a 34% yield). (1) The product is [CH2:9]([N:33]1[C:32](=[O:35])[C:31]([C:36]([O:38][CH3:39])=[O:37])=[CH:30][C:29]([C:26]2[CH:27]=[CH:28][C:23]([F:22])=[C:24]([CH3:40])[CH:25]=2)=[N:34]1)[C:3]1[CH:4]=[CH:5][CH:6]=[CH:7][CH:2]=1. No catalyst specified. The reactants are F[C:2]1[CH:7]=[C:6](F)[CH:5]=[CH:4][C:3]=1[C:9]1C=C(CO)C(=O)N(CC(C)C)N=1.[F:22][C:23]1[CH:28]=[CH:27][C:26]([C:29]2[CH:30]=[C:31]([C:36]([O:38][CH3:39])=[O:37])[C:32](=[O:35])[NH:33][N:34]=2)=[CH:25][C:24]=1[CH3:40].C(Cl)C1C=CC=CC=1. The yield is 0.710. (2) The yield is 0.690. The product is [CH3:1][C:2]1[CH:8]=[C:7]([Br:9])[C:6]([Cl:10])=[CH:5][C:3]=1[C:16]#[N:17]. The reactants are [CH3:1][C:2]1[CH:8]=[C:7]([Br:9])[C:6]([Cl:10])=[CH:5][C:3]=1N.N([O-])=O.[Na+].[Cu][C:16]#[N:17].[C-]#N.[Na+]. The catalyst is Cl.O. (3) The reactants are ClC(Cl)(Cl)C(Cl)(Cl)Cl.[C:9]1(P(C2C=CC=CC=2)C2C=CC=CC=2)[CH:14]=CC=C[CH:10]=1.[OH2:28].[NH2:29][C@H:30]([C:36]([OH:38])=[O:37])[CH2:31][CH2:32][C:33](=O)[NH2:34].[OH-:39].[K+].[N+:41]([O-])(O)=O. The catalyst is CCOCC.ClCCCl. The product is [NH2:41][C@H:9]([C:14]([NH:29][C@H:30]([C:36]([OH:38])=[O:37])[CH2:31][CH2:32][C:33](=[O:39])[NH2:34])=[O:28])[CH3:10]. The yield is 0.520.